From a dataset of Forward reaction prediction with 1.9M reactions from USPTO patents (1976-2016). Predict the product of the given reaction. (1) Given the reactants Cl[C:2]1[N:7]=[C:6]([O:8][CH3:9])[CH:5]=[C:4]([O:10][CH3:11])[N:3]=1.C(OC([N:19]1[CH2:26][CH:25]2[CH:21]([CH2:22][NH:23][CH2:24]2)[CH2:20]1)=O)(C)(C)C, predict the reaction product. The product is: [CH3:11][O:10][C:4]1[CH:5]=[C:6]([O:8][CH3:9])[N:7]=[C:2]([N:19]2[CH2:26][CH:25]3[CH:21]([CH2:22][NH:23][CH2:24]3)[CH2:20]2)[N:3]=1. (2) The product is: [C:1]([O:5][C:6](=[O:15])[NH:7][C:8]1[CH:13]=[CH:12][CH:11]=[C:10]([O:14][C:23]2[CH:28]=[CH:27][C:26]([N+:29]([O-:31])=[O:30])=[CH:25][N:24]=2)[CH:9]=1)([CH3:4])([CH3:2])[CH3:3]. Given the reactants [C:1]([O:5][C:6](=[O:15])[NH:7][C:8]1[CH:13]=[CH:12][CH:11]=[C:10]([OH:14])[CH:9]=1)([CH3:4])([CH3:3])[CH3:2].C(=O)([O-])[O-].[K+].[K+].Cl[C:23]1[CH:28]=[CH:27][C:26]([N+:29]([O-:31])=[O:30])=[CH:25][N:24]=1.O, predict the reaction product. (3) Given the reactants Br[C:2]1[CH:7]=[CH:6][CH:5]=[CH:4][C:3]=1[B:8]1[O:15][CH2:14][CH2:13]N(CCCC)CC[O:9]1.[Li][CH2:21]CCC.CC(C)=O.Cl, predict the reaction product. The product is: [CH3:21][C:14]1([CH3:13])[O:15][B:8]([OH:9])[C:3]2[CH:2]=[CH:7][CH:6]=[CH:5][C:4]1=2.